From a dataset of Forward reaction prediction with 1.9M reactions from USPTO patents (1976-2016). Predict the product of the given reaction. (1) Given the reactants [CH3:1][O:2][C:3]1[CH:34]=[CH:33][C:6]([CH2:7][N:8]([CH2:24][C:25]2[CH:30]=[CH:29][C:28]([O:31][CH3:32])=[CH:27][CH:26]=2)[C:9]2[CH:14]=[C:13]([F:15])[C:12]([C:16]([CH3:22])([CH3:21])[C:17](OC)=[O:18])=[C:11]([F:23])[CH:10]=2)=[CH:5][CH:4]=1.CC(C[AlH]CC(C)C)C.C1COCC1.Cl.O, predict the reaction product. The product is: [CH3:32][O:31][C:28]1[CH:27]=[CH:26][C:25]([CH2:24][N:8]([CH2:7][C:6]2[CH:5]=[CH:4][C:3]([O:2][CH3:1])=[CH:34][CH:33]=2)[C:9]2[CH:10]=[C:11]([F:23])[C:12]([C:16]([CH3:22])([CH3:21])[CH2:17][OH:18])=[C:13]([F:15])[CH:14]=2)=[CH:30][CH:29]=1. (2) Given the reactants Br[C:2]1[CH:3]=[C:4]2[C:8](=[CH:9][CH:10]=1)[N:7]([CH3:11])[N:6]=[C:5]2[N:12]1[CH2:17][CH2:16][N:15]([CH3:18])[CH2:14][CH2:13]1.[Br:19]C1C=C2C(C(N)=NN2C)=CC=1, predict the reaction product. The product is: [Br:19][C:10]1[CH:9]=[C:8]2[C:4]([C:5]([N:12]3[CH2:17][CH2:16][N:15]([CH3:18])[CH2:14][CH2:13]3)=[N:6][N:7]2[CH3:11])=[CH:3][CH:2]=1. (3) Given the reactants Cl[S:2]([N:5]=[C:6]=[O:7])(=[O:4])=[O:3].[CH2:8]([OH:15])[C:9]1[CH:14]=[CH:13][CH:12]=[CH:11][CH:10]=1.[NH2:16][C:17]1[CH:45]=[CH:44][C:20]2[NH:21][C:22]([C:27]3[C:28](=[O:43])[N:29]([NH:38][CH:39]4[CH2:42][CH2:41][CH2:40]4)[C:30]4[C:35]([C:36]=3[OH:37])=[CH:34][CH:33]=[CH:32][CH:31]=4)=[N:23][S:24](=[O:26])(=[O:25])[C:19]=2[CH:18]=1.C(N(CC)CC)C, predict the reaction product. The product is: [CH:39]1([NH:38][N:29]2[C:30]3[C:35](=[CH:34][CH:33]=[CH:32][CH:31]=3)[C:36]([OH:37])=[C:27]([C:22]3[NH:21][C:20]4[CH:44]=[CH:45][C:17]([NH:16][S:2](=[O:4])(=[O:3])[NH:5][C:6]([O:15][CH2:8][C:9]5[CH:14]=[CH:13][CH:12]=[CH:11][CH:10]=5)=[O:7])=[CH:18][C:19]=4[S:24](=[O:26])(=[O:25])[N:23]=3)[C:28]2=[O:43])[CH2:40][CH2:41][CH2:42]1.